From a dataset of Catalyst prediction with 721,799 reactions and 888 catalyst types from USPTO. Predict which catalyst facilitates the given reaction. (1) Reactant: C(OC([N:8]1[CH2:13][CH2:12][C:11]([CH2:21][OH:22])([CH2:14][NH:15][CH2:16][C:17]([F:20])([F:19])[F:18])[CH2:10][CH2:9]1)=O)(C)(C)C.Cl. Product: [F:20][C:17]([F:18])([F:19])[CH2:16][NH:15][CH2:14][C:11]1([CH2:21][OH:22])[CH2:10][CH2:9][NH:8][CH2:13][CH2:12]1. The catalyst class is: 12. (2) Reactant: [C:1]1([C:7]2[NH:11][C:10]([C@@H:12]3[CH2:16][CH2:15][CH2:14][N:13]3C(OC(C)(C)C)=O)=[N:9][CH:8]=2)[CH:6]=[CH:5][CH:4]=[CH:3][CH:2]=1. Product: [C:1]1([C:7]2[NH:11][C:10]([C@@H:12]3[CH2:16][CH2:15][CH2:14][NH:13]3)=[N:9][CH:8]=2)[CH:2]=[CH:3][CH:4]=[CH:5][CH:6]=1. The catalyst class is: 137. (3) Reactant: Cl[C:2]1[C:11]2[C:6](=[CH:7][C:8]([F:13])=[CH:9][C:10]=2[F:12])[N:5]=[C:4]([N:14]2[CH2:19][CH2:18][O:17][CH2:16][CH2:15]2)[C:3]=1[CH3:20].[O:21]1[CH2:26][CH2:25][N:24]([C:27]2[CH:28]=[C:29]([NH2:33])[CH:30]=[N:31][CH:32]=2)[CH2:23][CH2:22]1. Product: [F:12][C:10]1[CH:9]=[C:8]([F:13])[CH:7]=[C:6]2[C:11]=1[C:2]([NH:33][C:29]1[CH:30]=[N:31][CH:32]=[C:27]([N:24]3[CH2:25][CH2:26][O:21][CH2:22][CH2:23]3)[CH:28]=1)=[C:3]([CH3:20])[C:4]([N:14]1[CH2:19][CH2:18][O:17][CH2:16][CH2:15]1)=[N:5]2. The catalyst class is: 11. (4) Reactant: [C:1]([O:5][C:6]([N:8]([CH2:16][C:17]([O:19][C:20]([CH3:23])([CH3:22])[CH3:21])=[O:18])[C:9]1[CH:14]=[CH:13][CH:12]=[C:11]([CH3:15])[N:10]=1)=[O:7])([CH3:4])([CH3:3])[CH3:2].C1C(=O)N([Br:31])C(=O)C1. Product: [Br:31][C:12]1[CH:13]=[CH:14][C:9]([N:8]([CH2:16][C:17]([O:19][C:20]([CH3:23])([CH3:22])[CH3:21])=[O:18])[C:6]([O:5][C:1]([CH3:4])([CH3:3])[CH3:2])=[O:7])=[N:10][C:11]=1[CH3:15]. The catalyst class is: 10. (5) Reactant: [NH2:1][C:2]1[C:7]([C:8]#[N:9])=[C:6]([C:10]2[CH:11]=[N:12][C:13]([NH:16][C:17](=[O:19])[CH3:18])=[CH:14][CH:15]=2)[C:5]([C:20]#[N:21])=[C:4]([SH:22])[N:3]=1.Cl[CH2:24][C:25]1[N:26]=[C:27]([C:30]2[CH:35]=[CH:34][C:33]([Cl:36])=[CH:32][CH:31]=2)[S:28][CH:29]=1.C(=O)(O)[O-].[Na+]. Product: [NH2:1][C:2]1[C:7]([C:8]#[N:9])=[C:6]([C:10]2[CH:11]=[N:12][C:13]([NH:16][C:17](=[O:19])[CH3:18])=[CH:14][CH:15]=2)[C:5]([C:20]#[N:21])=[C:4]([S:22][CH2:24][C:25]2[N:26]=[C:27]([C:30]3[CH:35]=[CH:34][C:33]([Cl:36])=[CH:32][CH:31]=3)[S:28][CH:29]=2)[N:3]=1. The catalyst class is: 3. (6) Reactant: [C:1]([O:4][C:5]([CH3:8])([CH3:7])[CH3:6])(=[O:3])[CH3:2].C[Si]([N-][Si](C)(C)C)(C)C.[Li+].[C:19]([C:22]1[C:23]([NH:29][C:30](=[O:35])[C:31]([CH3:34])([CH3:33])[CH3:32])=[N:24][C:25]([Cl:28])=[CH:26][CH:27]=1)(=[O:21])[CH3:20]. Product: [C:5]([O:4][C:1](=[O:3])[CH2:2][C:19]([C:22]1[C:23]([NH:29][C:30](=[O:35])[C:31]([CH3:34])([CH3:33])[CH3:32])=[N:24][C:25]([Cl:28])=[CH:26][CH:27]=1)([OH:21])[CH3:20])([CH3:8])([CH3:7])[CH3:6]. The catalyst class is: 1. (7) Reactant: [C:1]([O:5][C:6]1[C:11]([O:12][CH3:13])=[C:10]([F:14])[N:9]=[C:8](F)[C:7]=1[F:16])([CH3:4])([CH3:3])[CH3:2].O.[NH2:18][NH2:19]. Product: [C:1]([O:5][C:6]1[C:11]([O:12][CH3:13])=[C:10]([F:14])[N:9]=[C:8]([NH:18][NH2:19])[C:7]=1[F:16])([CH3:4])([CH3:3])[CH3:2]. The catalyst class is: 259. (8) Reactant: C([N:8]1[CH2:13][CH2:12][N:11]([C:14]2[CH:15]=[C:16]([Br:24])[CH:17]=[C:18]3[C:23]=2[N:22]=[CH:21][CH:20]=[CH:19]3)[CH2:10][CH2:9]1)C1C=CC=CC=1.ClCCOC(Cl)=O.ClC(OC=C)=O.O. Product: [Br:24][C:16]1[CH:17]=[C:18]2[C:23](=[C:14]([N:11]3[CH2:12][CH2:13][NH:8][CH2:9][CH2:10]3)[CH:15]=1)[N:22]=[CH:21][CH:20]=[CH:19]2. The catalyst class is: 68.